Dataset: Catalyst prediction with 721,799 reactions and 888 catalyst types from USPTO. Task: Predict which catalyst facilitates the given reaction. (1) Product: [ClH:36].[ClH:36].[NH2:8][C@@H:9]([CH:33]([CH3:35])[CH3:34])[C:10]([O:12][C:13]1[CH:18]=[C:17]([F:19])[CH:16]=[CH:15][C:14]=1/[CH:20]=[C:21]1\[C:22](=[O:32])[N:23]=[C:24]([N:26]2[CH2:31][CH2:30][CH2:29][CH2:28][NH:27]2)[S:25]\1)=[O:11]. The catalyst class is: 12. Reactant: C(OC([NH:8][C@@H:9]([CH:33]([CH3:35])[CH3:34])[C:10]([O:12][C:13]1[CH:18]=[C:17]([F:19])[CH:16]=[CH:15][C:14]=1/[CH:20]=[C:21]1\[C:22](=[O:32])[N:23]=[C:24]([N:26]2[CH2:31][CH2:30][CH2:29][CH2:28][NH:27]2)[S:25]\1)=[O:11])=O)(C)(C)C.[ClH:36]. (2) Reactant: [Cl:1][C:2]1[C:10]([F:11])=[CH:9][CH:8]=[CH:7][C:3]=1C(O)=O.[N-:12]=[N+]=[N-].[Na+]. Product: [Cl:1][C:2]1[C:10]([F:11])=[CH:9][CH:8]=[CH:7][C:3]=1[NH2:12]. The catalyst class is: 22. (3) Reactant: [N+:1](/[CH:4]=[CH:5]/[C:6]1[CH:11]=[CH:10][CH:9]=[CH:8][CH:7]=1)([O-:3])=[O:2].C(O)(C(F)(F)F)=O.CO[CH2:21][N:22]([CH2:28][C:29]1[CH:34]=[CH:33][CH:32]=[CH:31][CH:30]=1)[CH2:23][Si](C)(C)C. Product: [CH2:28]([N:22]1[CH2:23][C@@H:5]([C:6]2[CH:11]=[CH:10][CH:9]=[CH:8][CH:7]=2)[C@H:4]([N+:1]([O-:3])=[O:2])[CH2:21]1)[C:29]1[CH:34]=[CH:33][CH:32]=[CH:31][CH:30]=1. The catalyst class is: 2. (4) Reactant: [C:1]([O:5][C:6]([NH:8][C@@H:9]1[CH2:14][CH2:13][O:12][CH2:11][C@H:10]1[C:15](OCC)=[O:16])=[O:7])([CH3:4])([CH3:3])[CH3:2].[H-].[H-].[H-].[H-].[Li+].[Al+3].[OH-].[Na+]. Product: [OH:16][CH2:15][C@H:10]1[C@H:9]([NH:8][C:6](=[O:7])[O:5][C:1]([CH3:3])([CH3:2])[CH3:4])[CH2:14][CH2:13][O:12][CH2:11]1. The catalyst class is: 1. (5) Reactant: [NH2:1][C:2]1[CH:6]=[CH:5][S:4][C:3]=1[C:7]([O:9]C)=O.C(O)(=O)C.[O-:15][C:16]#[N:17].[K+]. Product: [NH:1]1[C:2]2[CH:6]=[CH:5][S:4][C:3]=2[C:7](=[O:9])[NH:17][C:16]1=[O:15]. The catalyst class is: 6.